From a dataset of Peptide-MHC class I binding affinity with 185,985 pairs from IEDB/IMGT. Regression. Given a peptide amino acid sequence and an MHC pseudo amino acid sequence, predict their binding affinity value. This is MHC class I binding data. (1) The peptide sequence is ISTNIRQAGVQYSR. The MHC is HLA-A68:02 with pseudo-sequence HLA-A68:02. The binding affinity (normalized) is 0. (2) The peptide sequence is YFRNSGMTY. The MHC is HLA-A69:01 with pseudo-sequence HLA-A69:01. The binding affinity (normalized) is 0.0847. (3) The peptide sequence is MPVGGQSSF. The MHC is HLA-B45:06 with pseudo-sequence HLA-B45:06. The binding affinity (normalized) is 0.213. (4) The peptide sequence is EVAQRAYR. The MHC is HLA-B44:03 with pseudo-sequence HLA-B44:03. The binding affinity (normalized) is 0. (5) The peptide sequence is RIKQIINMW. The MHC is HLA-A69:01 with pseudo-sequence HLA-A69:01. The binding affinity (normalized) is 0.0847. (6) The peptide sequence is FPLCANGQVF. The MHC is Mamu-A2201 with pseudo-sequence Mamu-A2201. The binding affinity (normalized) is 0.774.